Task: Predict the reactants needed to synthesize the given product.. Dataset: Full USPTO retrosynthesis dataset with 1.9M reactions from patents (1976-2016) (1) Given the product [CH2:24]([N:15]1[C:16]2[C:1]([CH3:2])=[N:3][CH:4]=[CH:5][C:6]=2[C:7]2[C:14]1=[CH:13][C:10]([O:11][CH3:12])=[CH:9][CH:8]=2)[C:25]1[CH:30]=[CH:29][CH:28]=[CH:27][CH:26]=1, predict the reactants needed to synthesize it. The reactants are: [C:1]1([C:16]2[NH:15][C:14]3[C:7](=[CH:8][CH:9]=[C:10]([CH:13]=3)[O:11][CH3:12])[C:6]=2[CH:5]=[CH:4][N:3]=1)[CH3:2].CN(C=O)C.[H-].[Na+].[CH2:24](Br)[C:25]1[CH:30]=[CH:29][CH:28]=[CH:27][CH:26]=1. (2) Given the product [F:1][C:2]1[CH:28]=[C:6]([CH:7]([OH:8])[C:9]2[CH:10]=[C:11]3[C:16](=[C:17]([C:19]([NH:21][C:22]4[S:23][CH:24]=[C:25]([CH3:27])[N:26]=4)=[O:20])[CH:18]=2)[N:15]=[CH:14][CH:13]=[CH:12]3)[CH:5]=[N:4][CH:3]=1, predict the reactants needed to synthesize it. The reactants are: [F:1][C:2]1[CH:3]=[N:4][CH:5]=[C:6]([CH:28]=1)[C:7]([C:9]1[CH:10]=[C:11]2[C:16](=[C:17]([C:19]([NH:21][C:22]3[S:23][CH:24]=[C:25]([CH3:27])[N:26]=3)=[O:20])[CH:18]=1)[N:15]=[CH:14][CH:13]=[CH:12]2)=[O:8].CO.[BH4-].[Na+].O. (3) Given the product [F:1][C:2]1[CH:7]=[CH:6][C:5]([C:8]2[C:38]3[C:33](=[CH:34][CH:35]=[CH:36][CH:37]=3)[O:32][C:10]3([CH2:15][CH2:14][N:13]([C:16]4[S:20][C:19]([C:21]5[N:22]=[N:23][N:24]([CH2:26][C:27]([OH:29])=[O:28])[N:25]=5)=[N:18][N:17]=4)[CH2:12][CH2:11]3)[CH:9]=2)=[CH:4][CH:3]=1, predict the reactants needed to synthesize it. The reactants are: [F:1][C:2]1[CH:7]=[CH:6][C:5]([C:8]2[C:38]3[C:33](=[CH:34][CH:35]=[CH:36][CH:37]=3)[O:32][C:10]3([CH2:15][CH2:14][N:13]([C:16]4[S:20][C:19]([C:21]5[N:22]=[N:23][N:24]([CH2:26][C:27]([O:29]CC)=[O:28])[N:25]=5)=[N:18][N:17]=4)[CH2:12][CH2:11]3)[CH:9]=2)=[CH:4][CH:3]=1.FC1C=CC(C2C3C(=CC=CC=3)OC3(CCNCC3)C=2)=CC=1.C([O-])([O-])=O.[K+].[K+].